Dataset: TCR-epitope binding with 47,182 pairs between 192 epitopes and 23,139 TCRs. Task: Binary Classification. Given a T-cell receptor sequence (or CDR3 region) and an epitope sequence, predict whether binding occurs between them. (1) The epitope is RLRAEAQVK. The TCR CDR3 sequence is CASSVLAASTDTQYF. Result: 1 (the TCR binds to the epitope). (2) The epitope is LVLSVNPYV. The TCR CDR3 sequence is CASSFGTSGATNTGELFF. Result: 0 (the TCR does not bind to the epitope). (3) The epitope is SLYNTVATL. The TCR CDR3 sequence is CASSQEDGNTEAFF. Result: 0 (the TCR does not bind to the epitope). (4) The TCR CDR3 sequence is CASSGTPGNTIYF. Result: 0 (the TCR does not bind to the epitope). The epitope is TFYLTNDVSFL. (5) The epitope is VLAWLYAAV. The TCR CDR3 sequence is CASSLGGPYGYTF. Result: 1 (the TCR binds to the epitope). (6) The epitope is LPPAYTNSF. The TCR CDR3 sequence is CASSSGLAGGTDTQYF. Result: 0 (the TCR does not bind to the epitope).